Predict the reaction yield, written as a fraction of the theoretical maximum amount of product (1.0 means a 100% yield; for example, 0.34 means a 34% yield). From a dataset of Reaction yield outcomes from USPTO patents with 853,638 reactions. (1) The product is [CH2:8]([NH:1][C:2]1[CH:7]=[CH:6][CH:5]=[CH:4][N:3]=1)[CH2:9][CH2:10][CH3:11]. The reactants are [NH2:1][C:2]1[CH:7]=[CH:6][CH:5]=[CH:4][N:3]=1.[CH:8](=O)[CH2:9][CH2:10][CH3:11].C(O[BH-](OC(=O)C)OC(=O)C)(=O)C.[Na+].C(OCC)(=O)C. The yield is 0.340. The catalyst is C(Cl)(Cl)Cl.C(O)(=O)C. (2) The reactants are Br[C:2]1[CH:3]=[CH:4][C:5]2[O:11][CH2:10][CH2:9][N:8]3[CH:12]=[C:13]([C:15]4[N:19]([C:20]5[CH:25]=[CH:24][CH:23]=[CH:22][C:21]=5[Cl:26])[N:18]=[C:17]([NH2:27])[N:16]=4)[N:14]=[C:7]3[C:6]=2[CH:28]=1.[Cl:29][C:30]1[CH:35]=[CH:34][C:33](B(O)O)=[CH:32][CH:31]=1.C([O-])([O-])=O.[Cs+].[Cs+].O. The catalyst is O1CCOCC1.C1C=CC(P(C2C=CC=CC=2)[C-]2C=CC=C2)=CC=1.C1C=CC(P(C2C=CC=CC=2)[C-]2C=CC=C2)=CC=1.Cl[Pd]Cl.[Fe+2]. The product is [Cl:26][C:21]1[CH:22]=[CH:23][CH:24]=[CH:25][C:20]=1[N:19]1[C:15]([C:13]2[N:14]=[C:7]3[C:6]4[CH:28]=[C:2]([C:33]5[CH:34]=[CH:35][C:30]([Cl:29])=[CH:31][CH:32]=5)[CH:3]=[CH:4][C:5]=4[O:11][CH2:10][CH2:9][N:8]3[CH:12]=2)=[N:16][C:17]([NH2:27])=[N:18]1. The yield is 0.422. (3) The reactants are [NH:1]1[CH:5]=[CH:4][CH:3]=[CH:2]1.C([Li])CCC.Cl[Si:12]([CH:19]([CH3:21])[CH3:20])([CH:16]([CH3:18])[CH3:17])[CH:13]([CH3:15])[CH3:14]. The catalyst is O1CCCC1. The product is [CH:13]([Si:12]([CH:19]([CH3:21])[CH3:20])([CH:16]([CH3:18])[CH3:17])[N:1]1[CH:5]=[CH:4][CH:3]=[CH:2]1)([CH3:15])[CH3:14]. The yield is 0.640. (4) The catalyst is CO. The yield is 0.600. The reactants are [NH3:1].[CH3:2][N:3]1[CH:7]=[C:6]([S:8](Cl)(=[O:10])=[O:9])[N:5]=[C:4]1[CH3:12]. The product is [CH3:2][N:3]1[CH:7]=[C:6]([S:8]([NH2:1])(=[O:10])=[O:9])[N:5]=[C:4]1[CH3:12].